Dataset: Tyrosyl-DNA phosphodiesterase HTS with 341,365 compounds. Task: Binary Classification. Given a drug SMILES string, predict its activity (active/inactive) in a high-throughput screening assay against a specified biological target. The compound is s1c(NC(=O)C2C3CC(C2C(O)=O)CC3)nc2c1cccc2. The result is 0 (inactive).